This data is from Merck oncology drug combination screen with 23,052 pairs across 39 cell lines. The task is: Regression. Given two drug SMILES strings and cell line genomic features, predict the synergy score measuring deviation from expected non-interaction effect. (1) Drug 1: CN(Cc1cnc2nc(N)nc(N)c2n1)c1ccc(C(=O)NC(CCC(=O)O)C(=O)O)cc1. Drug 2: Cn1c(=O)n(-c2ccc(C(C)(C)C#N)cc2)c2c3cc(-c4cnc5ccccc5c4)ccc3ncc21. Cell line: NCIH23. Synergy scores: synergy=-32.0. (2) Drug 1: N#Cc1ccc(Cn2cncc2CN2CCN(c3cccc(Cl)c3)C(=O)C2)cc1. Drug 2: Cn1c(=O)n(-c2ccc(C(C)(C)C#N)cc2)c2c3cc(-c4cnc5ccccc5c4)ccc3ncc21. Cell line: OV90. Synergy scores: synergy=31.2. (3) Drug 1: CC(=O)OC1C(=O)C2(C)C(O)CC3OCC3(OC(C)=O)C2C(OC(=O)c2ccccc2)C2(O)CC(OC(=O)C(O)C(NC(=O)c3ccccc3)c3ccccc3)C(C)=C1C2(C)C. Drug 2: NC(=O)c1cccc2cn(-c3ccc(C4CCCNC4)cc3)nc12. Cell line: NCIH520. Synergy scores: synergy=-19.4. (4) Drug 1: CCC1=CC2CN(C1)Cc1c([nH]c3ccccc13)C(C(=O)OC)(c1cc3c(cc1OC)N(C)C1C(O)(C(=O)OC)C(OC(C)=O)C4(CC)C=CCN5CCC31C54)C2. Drug 2: CS(=O)(=O)CCNCc1ccc(-c2ccc3ncnc(Nc4ccc(OCc5cccc(F)c5)c(Cl)c4)c3c2)o1. Cell line: SW620. Synergy scores: synergy=-0.101.